Dataset: Catalyst prediction with 721,799 reactions and 888 catalyst types from USPTO. Task: Predict which catalyst facilitates the given reaction. Reactant: C([O-])(=O)C.[NH4+].[CH3:6][O:7][CH2:8][CH2:9][N:10]([CH3:24])[C:11]1[CH:16]=[CH:15][C:14]([C:17](=O)[CH3:18])=[CH:13][C:12]=1[C:20]([F:23])([F:22])[F:21].C([BH3-])#[N:26].[Na+]. Product: [NH2:26][CH:17]([C:14]1[CH:15]=[CH:16][C:11]([N:10]([CH2:9][CH2:8][O:7][CH3:6])[CH3:24])=[C:12]([C:20]([F:23])([F:22])[F:21])[CH:13]=1)[CH3:18]. The catalyst class is: 5.